This data is from Catalyst prediction with 721,799 reactions and 888 catalyst types from USPTO. The task is: Predict which catalyst facilitates the given reaction. (1) Reactant: [CH2:1]1[C:5]2([CH2:10][CH2:9][CH2:8][CH2:7][C:6]2=[O:11])[CH2:4][CH2:3][CH2:2]1.C[O-].[Na+].[CH:15](OCC)=[O:16].C(OCC)C. Product: [O:11]=[C:6]1[CH:7]([CH:15]=[O:16])[CH2:8][CH2:9][CH2:10][C:5]21[CH2:1][CH2:2][CH2:3][CH2:4]2. The catalyst class is: 11. (2) Reactant: [OH:1][NH:2][C:3](=[NH:28])[C:4]1[C:14]2[O:13][CH2:12][CH2:11][N:10]([C:15]([O:17][C:18]([CH3:21])([CH3:20])[CH3:19])=[O:16])[CH:9]([CH2:22][CH2:23][C:24]([O:26][CH3:27])=[O:25])[C:8]=2[CH:7]=[CH:6][CH:5]=1.[C:29]([C:31]1[CH:32]=[C:33]([CH:37]=[CH:38][C:39]=1[O:40][CH:41]([CH3:43])[CH3:42])[C:34](Cl)=O)#[N:30].C(N(CC)CC)C. Product: [C:29]([C:31]1[CH:32]=[C:33]([C:34]2[O:1][N:2]=[C:3]([C:4]3[C:14]4[O:13][CH2:12][CH2:11][N:10]([C:15]([O:17][C:18]([CH3:19])([CH3:20])[CH3:21])=[O:16])[CH:9]([CH2:22][CH2:23][C:24]([O:26][CH3:27])=[O:25])[C:8]=4[CH:7]=[CH:6][CH:5]=3)[N:28]=2)[CH:37]=[CH:38][C:39]=1[O:40][CH:41]([CH3:42])[CH3:43])#[N:30]. The catalyst class is: 10. (3) Reactant: Br[CH2:2][C:3]1[S:11][C:10]2[C:9]([N:12]3[CH2:17][CH2:16][O:15][CH2:14][CH2:13]3)=[N:8][C:7]([Cl:18])=[N:6][C:5]=2[CH:4]=1.[C:19]([O:23][C:24]([N:26]1[CH2:30][CH2:29][CH2:28][CH:27]1[CH2:31][NH:32][CH3:33])=[O:25])([CH3:22])([CH3:21])[CH3:20].C(=O)([O-])[O-].[K+].[K+]. Product: [C:19]([O:23][C:24]([N:26]1[CH2:30][CH2:29][CH2:28][CH:27]1[CH2:31][N:32]([CH2:2][C:3]1[S:11][C:10]2[C:9]([N:12]3[CH2:17][CH2:16][O:15][CH2:14][CH2:13]3)=[N:8][C:7]([Cl:18])=[N:6][C:5]=2[CH:4]=1)[CH3:33])=[O:25])([CH3:22])([CH3:21])[CH3:20]. The catalyst class is: 10. (4) Reactant: [CH2:1]([S:5][C:6]1[N:14]=[C:13]2[C:9]([N:10]=[CH:11][NH:12]2)=[C:8]([NH2:15])[N:7]=1)[CH2:2][CH2:3][CH3:4].[CH:29]1[CH:34]=[CH:33][C:32](P([C:29]2[CH:34]=[CH:33][CH:32]=[CH:31][CH:30]=2)[C:29]2[CH:34]=[CH:33][CH:32]=[CH:31][CH:30]=2)=[CH:31][CH:30]=1.CC1CCC(O)C1.N(C(OC(C)C)=O)=NC(OC(C)C)=O. Product: [CH2:1]([S:5][C:6]1[N:14]=[C:13]2[C:9]([N:10]=[CH:11][N:12]2[CH:34]2[CH2:33][CH2:32][CH:31]([CH3:30])[CH2:29]2)=[C:8]([NH2:15])[N:7]=1)[CH2:2][CH2:3][CH3:4]. The catalyst class is: 308. (5) Reactant: [NH2:1][C:2]1[C:7]([C:8]#[N:9])=[C:6]([C:10]2[CH:15]=[CH:14][C:13]([OH:16])=[CH:12][CH:11]=2)[C:5]([C:17]#[N:18])=[C:4]([SH:19])[N:3]=1.Br.Br[CH2:22][CH2:23][NH2:24].C([O-])(O)=O.[Na+]. Product: [NH2:1][C:2]1[C:7]([C:8]#[N:9])=[C:6]([C:10]2[CH:11]=[CH:12][C:13]([OH:16])=[CH:14][CH:15]=2)[C:5]([C:17]#[N:18])=[C:4]([S:19][CH2:22][CH2:23][NH2:24])[N:3]=1. The catalyst class is: 517. (6) Reactant: [OH:1][C:2]([CH3:25])([CH3:24])[C:3]#[C:4][C:5]1[CH:6]=[C:7]([N:11]2[C:19]3[C:14](=[CH:15][CH:16]=[CH:17][CH:18]=3)[C:13]([C:20](OC)=[O:21])=[N:12]2)[CH:8]=[CH:9][CH:10]=1.[NH3:26]. Product: [OH:1][C:2]([CH3:25])([CH3:24])[C:3]#[C:4][C:5]1[CH:6]=[C:7]([N:11]2[C:19]3[C:14](=[CH:15][CH:16]=[CH:17][CH:18]=3)[C:13]([C:20]([NH2:26])=[O:21])=[N:12]2)[CH:8]=[CH:9][CH:10]=1. The catalyst class is: 5. (7) Reactant: Cl[C:2]1[CH:11]=[CH:10][C:9]2[C:8]([C:12]([NH:14][CH2:15][C:16]34[CH2:25][CH:20]5[CH2:21][CH:22]([CH2:24][CH:18]([CH2:19]5)[CH2:17]3)[CH2:23]4)=[O:13])=[C:7]([Cl:26])[CH:6]=[CH:5][C:4]=2[N:3]=1.[Br-].[C:28]([CH2:30][CH2:31][CH2:32][CH2:33][Zn+])#[N:29].[Cl-].[NH4+]. Product: [Cl:26][C:7]1[CH:6]=[CH:5][C:4]2[N:3]=[C:2]([CH2:33][CH2:32][CH2:31][CH2:30][C:28]#[N:29])[CH:11]=[CH:10][C:9]=2[C:8]=1[C:12]([NH:14][CH2:15][C:16]12[CH2:23][CH:22]3[CH2:24][CH:18]([CH2:19][CH:20]([CH2:21]3)[CH2:25]1)[CH2:17]2)=[O:13]. The catalyst class is: 602. (8) Reactant: [H-].[Na+].[Br:3][C:4]1[C:5]([CH3:11])=[CH:6][C:7]([OH:10])=[N:8][CH:9]=1.CC1C=CC(S(O[CH2:23][CH2:24][C:25]([OH:28])([CH3:27])[CH3:26])(=O)=O)=CC=1. Product: [Br:3][C:4]1[C:5]([CH3:11])=[CH:6][C:7]([O:10][CH2:23][CH2:24][C:25]([CH3:27])([OH:28])[CH3:26])=[N:8][CH:9]=1.[Br:3][C:4]1[C:5]([CH3:11])=[CH:6][C:7](=[O:10])[N:8]([CH2:23][CH2:24][C:25]([OH:28])([CH3:27])[CH3:26])[CH:9]=1. The catalyst class is: 3. (9) Reactant: C([O:4][C@@H:5]([C:7]1[N:12]=[C:11]([N:13]2[CH2:18][CH2:17][N:16]([CH2:19][C:20]3[CH:25]=[CH:24][CH:23]=[CH:22][N:21]=3)[CH2:15][CH2:14]2)[CH:10]=[CH:9][N:8]=1)[CH3:6])(=O)C.[OH-].[K+]. Product: [N:21]1[CH:22]=[CH:23][CH:24]=[CH:25][C:20]=1[CH2:19][N:16]1[CH2:15][CH2:14][N:13]([C:11]2[CH:10]=[CH:9][N:8]=[C:7]([C@H:5]([OH:4])[CH3:6])[N:12]=2)[CH2:18][CH2:17]1. The catalyst class is: 155.